This data is from Reaction yield outcomes from USPTO patents with 853,638 reactions. The task is: Predict the reaction yield, written as a fraction of the theoretical maximum amount of product (1.0 means a 100% yield; for example, 0.34 means a 34% yield). (1) The reactants are [C:1]([C:4]1[C:22](=[O:23])[C@@:8]2([CH3:24])[C:9]3[C:15]([OH:16])=[CH:14][C:13]([O:17][CH3:18])=[C:12]([C:19]([NH2:21])=[O:20])[C:10]=3[O:11][C:7]2=[CH:6][C:5]=1[OH:25])(=[O:3])[CH3:2].[CH2:26]([C:28]1[CH:37]=[CH:36][C:35]2[C:30](=[CH:31][C:32]([F:39])=[CH:33][C:34]=2[F:38])[C:29]=1[CH:40]=O)[CH3:27].C([SiH](CC)CC)C.FC(F)(F)C(O)=O. The catalyst is C(#N)C. The product is [C:1]([C:4]1[C:22](=[O:23])[C@@:8]2([CH3:24])[C:9]3[C:15]([OH:16])=[CH:14][C:13]([O:17][CH3:18])=[C:12]([C:19]([NH:21][CH2:40][C:29]4[C:30]5[C:35](=[C:34]([F:38])[CH:33]=[C:32]([F:39])[CH:31]=5)[CH:36]=[CH:37][C:28]=4[CH2:26][CH3:27])=[O:20])[C:10]=3[O:11][C:7]2=[CH:6][C:5]=1[OH:25])(=[O:3])[CH3:2]. The yield is 0.600. (2) The reactants are C(C1ON=C(N)C=1)(C)C.[CH:10]1([C:15]2([CH2:20][C:21](=[N:23][OH:24])[NH2:22])OCCO2)[CH2:14][CH2:13][CH2:12][CH2:11]1.Cl. The catalyst is C(O)C. The product is [CH:10]1([C:15]2[O:24][N:23]=[C:21]([NH2:22])[CH:20]=2)[CH2:11][CH2:12][CH2:13][CH2:14]1. The yield is 0.620. (3) The reactants are [H-].[Na+].[C:3]([N:6]1[C:15]2[C:10](=[CH:11][C:12]([C:16]#[N:17])=[CH:13][CH:14]=2)[C@H:9]([NH:18][C:19](=[O:24])[O:20][CH:21]([CH3:23])[CH3:22])[CH2:8][C@@H:7]1[CH3:25])(=[O:5])[CH3:4].CC(C)C=O.[NH2:31][CH2:32][CH:33]=O.Cl. The catalyst is CO.C(O)(=O)C. The product is [C:3]([N:6]1[C:15]2[C:10](=[CH:11][C:12]([C:16]3[NH:31][CH:32]=[CH:33][N:17]=3)=[CH:13][CH:14]=2)[C@H:9]([NH:18][C:19](=[O:24])[O:20][CH:21]([CH3:22])[CH3:23])[CH2:8][C@@H:7]1[CH3:25])(=[O:5])[CH3:4]. The yield is 0.0350. (4) The reactants are [F:1][C:2]1[CH:3]=[C:4]([N+:10]([O-:12])=[O:11])[CH:5]=[C:6]([F:9])[C:7]=1F.[F:13][C:14]1[CH:19]=[CH:18][C:17]([OH:20])=[CH:16][CH:15]=1.C([O-])([O-])=O.[Cs+].[Cs+]. The catalyst is CN(C=O)C. The product is [F:13][C:14]1[CH:19]=[CH:18][C:17]([O:20][C:7]2[C:6]([F:9])=[CH:5][C:4]([N+:10]([O-:12])=[O:11])=[CH:3][C:2]=2[F:1])=[CH:16][CH:15]=1. The yield is 1.05.